From a dataset of Full USPTO retrosynthesis dataset with 1.9M reactions from patents (1976-2016). Predict the reactants needed to synthesize the given product. (1) Given the product [CH2:26]([O:25][C:24]1[CH:23]=[CH:22][N:21]([C:28]2[CH:29]=[CH:30][C:31]([F:34])=[CH:32][CH:33]=2)[C:20](=[O:35])[C:19]=1[C:17]([NH:16][C:12]1[C:11]([F:36])=[CH:10][C:9]([O:8][C:6]2[CH:5]=[CH:4][N:3]=[C:2]([NH:1][C:38](=[O:39])[O:40][C:41]([CH3:43])=[CH2:42])[CH:7]=2)=[C:14]([F:15])[CH:13]=1)=[O:18])[CH3:27], predict the reactants needed to synthesize it. The reactants are: [NH2:1][C:2]1[CH:7]=[C:6]([O:8][C:9]2[C:14]([F:15])=[CH:13][C:12]([NH:16][C:17]([C:19]3[C:20](=[O:35])[N:21]([C:28]4[CH:33]=[CH:32][C:31]([F:34])=[CH:30][CH:29]=4)[CH:22]=[CH:23][C:24]=3[O:25][CH2:26][CH3:27])=[O:18])=[C:11]([F:36])[CH:10]=2)[CH:5]=[CH:4][N:3]=1.Cl[C:38]([O:40][C:41]([CH3:43])=[CH2:42])=[O:39]. (2) Given the product [CH3:3][O:4][C:5]1[CH:6]=[C:7]([C:11]2([NH:23][S:24]([NH:27][C:28](=[O:33])[C:29]([CH3:32])([CH3:31])[CH3:30])(=[O:26])=[O:25])[CH2:12][CH2:13][N:14]([C:17]3[N:18]=[CH:19][CH:20]=[CH:21][N:22]=3)[CH2:15][CH2:16]2)[CH:8]=[CH:9][CH:10]=1, predict the reactants needed to synthesize it. The reactants are: [H-].[Na+].[CH3:3][O:4][C:5]1[CH:6]=[C:7]([C:11]2([NH:23][S:24]([NH2:27])(=[O:26])=[O:25])[CH2:16][CH2:15][N:14]([C:17]3[N:22]=[CH:21][CH:20]=[CH:19][N:18]=3)[CH2:13][CH2:12]2)[CH:8]=[CH:9][CH:10]=1.[C:28](Cl)(=[O:33])[C:29]([CH3:32])([CH3:31])[CH3:30].Cl.